Dataset: Forward reaction prediction with 1.9M reactions from USPTO patents (1976-2016). Task: Predict the product of the given reaction. Given the reactants [CH3:1][O:2][C:3]([C:5]1[CH:9]=[C:8]([O:10][C:11]2[CH:16]=[CH:15][CH:14]=[CH:13][C:12]=2[N+:17]([O-])=O)[N:7]([C:20]2[CH:25]=[CH:24][CH:23]=[CH:22][CH:21]=2)[N:6]=1)=[O:4], predict the reaction product. The product is: [CH3:1][O:2][C:3]([C:5]1[CH:9]=[C:8]([O:10][C:11]2[CH:16]=[CH:15][CH:14]=[CH:13][C:12]=2[NH2:17])[N:7]([C:20]2[CH:25]=[CH:24][CH:23]=[CH:22][CH:21]=2)[N:6]=1)=[O:4].